Dataset: Forward reaction prediction with 1.9M reactions from USPTO patents (1976-2016). Task: Predict the product of the given reaction. (1) The product is: [C:26]([O:30][C:31](=[O:49])[N:32]([CH2:41][C:42]1[CH:43]=[CH:44][C:45]([Cl:48])=[CH:46][CH:47]=1)[C:33]1[CH:38]=[CH:37][C:36]([CH:39]([OH:40])[C:2]2[C:10]3[CH:9]=[N:8][CH:7]=[N:6][C:5]=3[N:4]([Si:11]([CH:18]([CH3:20])[CH3:19])([CH:15]([CH3:17])[CH3:16])[CH:12]([CH3:14])[CH3:13])[CH:3]=2)=[CH:35][N:34]=1)([CH3:29])([CH3:27])[CH3:28]. Given the reactants I[C:2]1[C:10]2[CH:9]=[N:8][CH:7]=[N:6][C:5]=2[N:4]([Si:11]([CH:18]([CH3:20])[CH3:19])([CH:15]([CH3:17])[CH3:16])[CH:12]([CH3:14])[CH3:13])[CH:3]=1.C([Mg]Cl)(C)C.[C:26]([O:30][C:31](=[O:49])[N:32]([CH2:41][C:42]1[CH:47]=[CH:46][C:45]([Cl:48])=[CH:44][CH:43]=1)[C:33]1[CH:38]=[CH:37][C:36]([CH:39]=[O:40])=[CH:35][N:34]=1)([CH3:29])([CH3:28])[CH3:27].C(=O)(O)[O-].[Na+], predict the reaction product. (2) Given the reactants [CH2:1]1[C@H:5]2[CH2:6][O:7][C:8]3[CH:14]=[CH:13][C:12]([NH2:15])=[CH:11][C:9]=3[CH2:10][N:4]2[CH2:3][CH2:2]1.[Cl:16][C:17]1[C:22]([Cl:23])=[CH:21][CH:20]=[CH:19][C:18]=1[S:24](Cl)(=[O:26])=[O:25].C(O)C(N)(CO)CO, predict the reaction product. The product is: [Cl:16][C:17]1[C:22]([Cl:23])=[CH:21][CH:20]=[CH:19][C:18]=1[S:24]([NH:15][C:12]1[CH:13]=[CH:14][C:8]2[O:7][CH2:6][C@@H:5]3[CH2:1][CH2:2][CH2:3][N:4]3[CH2:10][C:9]=2[CH:11]=1)(=[O:26])=[O:25]. (3) Given the reactants [CH:1]1([C:4]2[CH:8]=[C:7]([CH:9]3[CH2:11][CH2:10]3)[N:6]([C:12]3[CH:17]=[CH:16][C:15]([NH:18][C:19](=[O:31])[CH2:20][C:21]4[CH:22]=[C:23]5[C:28](=[CH:29][CH:30]=4)[N:27]=[CH:26][CH:25]=[CH:24]5)=[CH:14][C:13]=3[F:32])[N:5]=2)[CH2:3][CH2:2]1.[ClH:33], predict the reaction product. The product is: [ClH:33].[CH:1]1([C:4]2[CH:8]=[C:7]([CH:9]3[CH2:10][CH2:11]3)[N:6]([C:12]3[CH:17]=[CH:16][C:15]([NH:18][C:19](=[O:31])[CH2:20][C:21]4[CH:22]=[C:23]5[C:28](=[CH:29][CH:30]=4)[N:27]=[CH:26][CH:25]=[CH:24]5)=[CH:14][C:13]=3[F:32])[N:5]=2)[CH2:3][CH2:2]1. (4) Given the reactants C(OC(=O)[NH:7][C:8]1[CH:9]=[C:10]2[C:16](/[CH:17]=[CH:18]/[C:19]3[CH:24]=[CH:23][C:22]([F:25])=[CH:21][CH:20]=3)=[N:15][N:14](C(C3C=CC=CC=3)(C3C=CC=CC=3)C3C=CC=CC=3)[C:11]2=[CH:12][N:13]=1)(C)(C)C.FC(F)(F)C(O)=O, predict the reaction product. The product is: [F:25][C:22]1[CH:23]=[CH:24][C:19](/[CH:18]=[CH:17]/[C:16]2[C:10]3[C:11](=[CH:12][N:13]=[C:8]([NH2:7])[CH:9]=3)[NH:14][N:15]=2)=[CH:20][CH:21]=1. (5) Given the reactants Br[C:2]1[S:3][CH:4]=[CH:5][N:6]=1.C([Sn](CCCC)(CCCC)[C:12]1[S:13][CH:14]=[CH:15][N:16]=1)CCC, predict the reaction product. The product is: [S:3]1[CH:4]=[CH:5][N:6]=[C:2]1[C:12]1[S:13][CH:14]=[CH:15][N:16]=1. (6) Given the reactants [Cu]C#N.[Li]C.[CH2:6](OCC)C.[C:11]([O:17][CH2:18][CH2:19][CH2:20][C@H:21]([OH:39])[CH2:22][C:23]#[C:24][CH2:25]OS(C1C(C)=CC(C)=CC=1C)(=O)=O)(=[O:16])[C:12]([CH3:15])([CH3:14])[CH3:13], predict the reaction product. The product is: [C:11]([O:17][CH2:18][CH2:19][CH2:20][C@H:21]([OH:39])[CH2:22][C:23]([CH3:6])=[C:24]=[CH2:25])(=[O:16])[C:12]([CH3:13])([CH3:14])[CH3:15]. (7) Given the reactants [C:1]1([C:23]2[CH:28]=[CH:27][CH:26]=[CH:25][CH:24]=2)[CH:6]=[CH:5][C:4]([NH:7][C:8](=[O:22])[C:9]2[CH:14]=[CH:13][C:12]([C:15]([F:18])([F:17])[F:16])=[C:11]([N+:19]([O-])=O)[CH:10]=2)=[CH:3][CH:2]=1, predict the reaction product. The product is: [NH2:19][C:11]1[CH:10]=[C:9]([CH:14]=[CH:13][C:12]=1[C:15]([F:16])([F:17])[F:18])[C:8]([NH:7][C:4]1[CH:3]=[CH:2][C:1]([C:23]2[CH:28]=[CH:27][CH:26]=[CH:25][CH:24]=2)=[CH:6][CH:5]=1)=[O:22]. (8) Given the reactants I[C:2]1[C:7]([C:8]([NH:10][CH3:11])=[O:9])=[CH:6][N:5]=[C:4]([N:12]2[CH2:17][CH2:16][N:15]([CH3:18])[CH2:14][CH2:13]2)[CH:3]=1.C(=O)([O-])[O-].[Na+].[Na+].[C:25]1([CH3:34])[CH:30]=[CH:29][CH:28]=[CH:27][C:26]=1B(O)O, predict the reaction product. The product is: [CH3:11][NH:10][C:8](=[O:9])[C:7]1[C:2]([C:26]2[CH:27]=[CH:28][CH:29]=[CH:30][C:25]=2[CH3:34])=[CH:3][C:4]([N:12]2[CH2:17][CH2:16][N:15]([CH3:18])[CH2:14][CH2:13]2)=[N:5][CH:6]=1. (9) Given the reactants Cl[S:2]([C:5]1[CH:14]=[CH:13][C:8]([C:9]([O:11][CH3:12])=[O:10])=[CH:7][CH:6]=1)(=[O:4])=[O:3].Cl.[C:16]1([C:22]2([NH2:25])[CH2:24][CH2:23]2)[CH:21]=[CH:20][CH:19]=[CH:18][CH:17]=1, predict the reaction product. The product is: [C:16]1([C:22]2([NH:25][S:2]([C:5]3[CH:14]=[CH:13][C:8]([C:9]([O:11][CH3:12])=[O:10])=[CH:7][CH:6]=3)(=[O:4])=[O:3])[CH2:24][CH2:23]2)[CH:21]=[CH:20][CH:19]=[CH:18][CH:17]=1.